This data is from Catalyst prediction with 721,799 reactions and 888 catalyst types from USPTO. The task is: Predict which catalyst facilitates the given reaction. (1) Reactant: C([O:3][C:4](=[O:31])[CH2:5][O:6][C:7]1[CH:12]=[CH:11][C:10]([C@@H:13]2[CH2:17][CH2:16][C@H:15]([NH:18][C@@H:19]([C:21]3[C:30]4[C:25](=[CH:26][CH:27]=[CH:28][CH:29]=4)[CH:24]=[CH:23][CH:22]=3)[CH3:20])[CH2:14]2)=[CH:9][CH:8]=1)C.[OH-].[Na+].[ClH:34].C(OCC)(=O)C. Product: [ClH:34].[C:21]1([C@H:19]([NH:18][C@H:15]2[CH2:16][CH2:17][C@@H:13]([C:10]3[CH:9]=[CH:8][C:7]([O:6][CH2:5][C:4]([OH:31])=[O:3])=[CH:12][CH:11]=3)[CH2:14]2)[CH3:20])[C:30]2[C:25](=[CH:26][CH:27]=[CH:28][CH:29]=2)[CH:24]=[CH:23][CH:22]=1. The catalyst class is: 511. (2) Reactant: [Br:1][C:2]1[CH:7]=[CH:6][C:5]([N:8]2[C:12](=[O:13])[NH:11][N:10]=[CH:9]2)=[C:4]([F:14])[CH:3]=1.[H-].[Na+].Cl.Cl[CH2:19][CH2:20][N:21]1[CH2:26][CH2:25][O:24][CH2:23][CH2:22]1. Product: [Br:1][C:2]1[CH:7]=[CH:6][C:5]([N:8]2[C:12](=[O:13])[N:11]([CH2:19][CH2:20][N:21]3[CH2:26][CH2:25][O:24][CH2:23][CH2:22]3)[N:10]=[CH:9]2)=[C:4]([F:14])[CH:3]=1. The catalyst class is: 9. (3) Reactant: [OH:1][C:2]1[CH:7]=[CH:6][C:5]([C:8]2[CH:13]=[CH:12][CH:11]=[C:10]([CH2:14][NH:15][C:16]([C:18]3[NH:27][C:26](=[O:28])[C:25]4[C:20](=[CH:21][CH:22]=[CH:23][CH:24]=4)[N:19]=3)=[O:17])[CH:9]=2)=[CH:4][CH:3]=1.Br[C:30]1([CH2:39][CH2:40][O:41][CH2:42][CH3:43])[C:35](=[O:36])[NH:34][C:33](=[O:37])[NH:32][C:31]1=[O:38].C(=O)([O-])[O-].[K+].[K+]. Product: [CH2:42]([O:41][CH2:40][CH2:39][C:30]1([O:1][C:2]2[CH:7]=[CH:6][C:5]([C:8]3[CH:13]=[CH:12][CH:11]=[C:10]([CH2:14][NH:15][C:16]([C:18]4[NH:27][C:26](=[O:28])[C:25]5[C:20](=[CH:21][CH:22]=[CH:23][CH:24]=5)[N:19]=4)=[O:17])[CH:9]=3)=[CH:4][CH:3]=2)[C:31](=[O:38])[NH:32][C:33](=[O:37])[NH:34][C:35]1=[O:36])[CH3:43]. The catalyst class is: 39. (4) The catalyst class is: 9. Product: [F:1][C:2]1[CH:3]=[CH:4][C:5]([C:8]2[CH:12]=[N:11][N:10]([C@H:28]([CH3:29])[C@:26]([C:20]3[CH:21]=[CH:22][C:23]([F:25])=[CH:24][C:19]=3[F:18])([OH:27])[CH2:30][N:31]3[CH:35]=[N:34][CH:33]=[N:32]3)[CH:9]=2)=[CH:6][CH:7]=1. Reactant: [F:1][C:2]1[CH:7]=[CH:6][C:5]([C:8]2[CH:9]=[N:10][NH:11][CH:12]=2)=[CH:4][CH:3]=1.C(=O)([O-])[O-].[Ca+2].[F:18][C:19]1[CH:24]=[C:23]([F:25])[CH:22]=[CH:21][C:20]=1[C@@:26]1([CH2:30][N:31]2[CH:35]=[N:34][CH:33]=[N:32]2)[C@H:28]([CH3:29])[O:27]1. (5) Reactant: [Br:1][C:2]1[CH:7]=[CH:6][C:5]([NH:8][C:9](=[O:19])[C:10]2[CH:15]=[C:14]([NH2:16])[CH:13]=[CH:12][C:11]=2[O:17][CH3:18])=[CH:4][CH:3]=1.[C:20]([O:24][C:25]([NH:27][CH2:28][C:29]1[CH:30]=[CH:31][C:32]([Cl:38])=[C:33]([CH:37]=1)[C:34](O)=[O:35])=[O:26])([CH3:23])([CH3:22])[CH3:21].CN(C(ON1N=NC2C=CC=CC1=2)=[N+](C)C)C.[B-](F)(F)(F)F. Product: [CH3:18][O:17][C:11]1[CH:12]=[CH:13][C:14]([NH:16][C:34](=[O:35])[C:33]2[CH:37]=[C:29]([CH2:28][NH:27][C:25]([O:24][C:20]([CH3:21])([CH3:23])[CH3:22])=[O:26])[CH:30]=[CH:31][C:32]=2[Cl:38])=[CH:15][C:10]=1[C:9]([NH:8][C:5]1[CH:4]=[CH:3][C:2]([Br:1])=[CH:7][CH:6]=1)=[O:19]. The catalyst class is: 497.